This data is from Forward reaction prediction with 1.9M reactions from USPTO patents (1976-2016). The task is: Predict the product of the given reaction. (1) Given the reactants Cl[C:2]1[C:3]2[C:4](=[CH:13][N:14](CC3C=CC(OC)=CC=3)[N:15]=2)[N:5]=[C:6]([C:8]2[N:9]=[CH:10][O:11][CH:12]=2)[N:7]=1.[CH3:25][N:26]1[CH2:31][CH2:30][N:29]([C:32]2[CH:38]=[CH:37][C:35]([NH2:36])=[CH:34][CH:33]=2)[CH2:28][CH2:27]1.Cl, predict the reaction product. The product is: [CH3:25][N:26]1[CH2:27][CH2:28][N:29]([C:32]2[CH:38]=[CH:37][C:35]([NH:36][C:2]3[C:3]4[NH:15][N:14]=[CH:13][C:4]=4[N:5]=[C:6]([C:8]4[N:9]=[CH:10][O:11][CH:12]=4)[N:7]=3)=[CH:34][CH:33]=2)[CH2:30][CH2:31]1. (2) Given the reactants P(Cl)(C(C)(C)C)C(C)(C)C.Cl[C:12]1[CH:17]=[CH:16][CH:15]=[CH:14][N:13]=1.[C:18]1(B(O)O)[CH:23]=[CH:22][CH:21]=[CH:20][CH:19]=1.[OH-].[K+], predict the reaction product. The product is: [C:18]1([C:12]2[CH:17]=[CH:16][CH:15]=[CH:14][N:13]=2)[CH:23]=[CH:22][CH:21]=[CH:20][CH:19]=1. (3) Given the reactants [NH:1]1[C:5]2=[N:6][CH:7]=[CH:8][CH:9]=[C:4]2[C:3]([C:10]#[N:11])=[N:2]1.[F:12][C:13]1[CH:14]=[C:15]([CH:18]=[CH:19][CH:20]=1)[CH2:16]Br, predict the reaction product. The product is: [F:12][C:13]1[CH:14]=[C:15]([CH:18]=[CH:19][CH:20]=1)[CH2:16][N:1]1[C:5]2=[N:6][CH:7]=[CH:8][CH:9]=[C:4]2[C:3]([C:10]#[N:11])=[N:2]1. (4) Given the reactants [F:1][C:2]1[CH:3]=[C:4]([C:8]2([N:18]([CH3:20])[CH3:19])[CH2:17][CH2:16][C:11]3(OCC[O:12]3)[CH2:10][CH2:9]2)[CH:5]=[CH:6][CH:7]=1.CN(C)C1(C2C=CC=CC=2)CCC2(CCNCC2)CC1, predict the reaction product. The product is: [CH3:19][N:18]([CH3:20])[C:8]1([C:4]2[CH:5]=[CH:6][CH:7]=[C:2]([F:1])[CH:3]=2)[CH2:17][CH2:16][C:11](=[O:12])[CH2:10][CH2:9]1. (5) The product is: [CH2:7]([C:9]1[CH:10]=[N:11][CH:12]=[C:13]([F:20])[C:14]=1[CH2:15][OH:16])[CH3:8]. Given the reactants [H-].[Al+3].[Li+].[H-].[H-].[H-].[CH2:7]([C:9]1[CH:10]=[N:11][CH:12]=[C:13]([F:20])[C:14]=1[C:15](OCC)=[O:16])[CH3:8], predict the reaction product. (6) Given the reactants CN(C)[CH:3]=[C:4]1[CH2:9][CH2:8][CH2:7][CH:6]([O:10][CH2:11][CH3:12])[C:5]1=O.[N+]([O-])(O)=O.[N+]([O-])(O)=O.[CH3:23][O:24][C:25]1[CH:26]=[C:27]([NH:37][C:38]([NH2:40])=[NH:39])[CH:28]=[CH:29][C:30]=1[N:31]1[CH:35]=[C:34]([CH3:36])[N:33]=[CH:32]1, predict the reaction product. The product is: [CH2:11]([O:10][CH:6]1[C:5]2[N:40]=[C:38]([NH:37][C:27]3[CH:28]=[CH:29][C:30]([N:31]4[CH:35]=[C:34]([CH3:36])[N:33]=[CH:32]4)=[C:25]([O:24][CH3:23])[CH:26]=3)[N:39]=[CH:3][C:4]=2[CH2:9][CH2:8][CH2:7]1)[CH3:12]. (7) Given the reactants N1(S(N[C:9](=O)[C:10]2[CH:15]=C(Cl)C(OCC3(C(F)(F)F)CCCC3)=CC=2F)(=O)=O)CCC1.[N:30]1([S:34]([NH:37][C:38](=[O:58])[C:39]2[CH:44]=[C:43](Cl)[C:42]([O:46][CH2:47][CH:48]3[CH2:56][CH2:55][C:51]4([CH2:54][CH2:53][CH2:52]4)[CH2:50][CH2:49]3)=[CH:41][C:40]=2[F:57])(=[O:36])=[O:35])[CH2:33][CH2:32][CH2:31]1, predict the reaction product. The product is: [N:30]1([S:34]([NH:37][C:38](=[O:58])[C:39]2[CH:44]=[C:43]([CH:15]3[CH2:10][CH2:9]3)[C:42]([O:46][CH2:47][CH:48]3[CH2:56][CH2:55][C:51]4([CH2:54][CH2:53][CH2:52]4)[CH2:50][CH2:49]3)=[CH:41][C:40]=2[F:57])(=[O:36])=[O:35])[CH2:33][CH2:32][CH2:31]1. (8) Given the reactants [CH:1]1[CH2:5][CH2:4][CH2:3][CH:2]=1.C([O-])(=O)C.[K+].[C:11]([NH:19][C:20]1[CH:32]=[C:31](I)[CH:30]=[CH:29][C:21]=1[C:22]([O:24][C:25]([CH3:28])([CH3:27])[CH3:26])=[O:23])(=[O:18])[C:12]1[CH:17]=[CH:16][CH:15]=[CH:14][CH:13]=1.C(O)(=O)CC(CC(O)=O)(C(O)=O)O, predict the reaction product. The product is: [C:11]([NH:19][C:20]1[CH:32]=[C:31]([CH:1]2[CH2:5][CH2:4][CH:3]=[CH:2]2)[CH:30]=[CH:29][C:21]=1[C:22]([O:24][C:25]([CH3:27])([CH3:28])[CH3:26])=[O:23])(=[O:18])[C:12]1[CH:13]=[CH:14][CH:15]=[CH:16][CH:17]=1. (9) Given the reactants [Cl:1][C:2]1[CH:3]=[CH:4][C:5]([N+:15]([O-:17])=[O:16])=[C:6]([N:8]2[CH2:13][CH2:12][N:11]([CH3:14])[CH2:10][CH2:9]2)[CH:7]=1.Cl[CH2:19][S:20]([C:23]1[CH:28]=[CH:27][C:26]([F:29])=[CH:25][CH:24]=1)(=[O:22])=[O:21].CC([O-])(C)C.[K+], predict the reaction product. The product is: [Cl:1][C:2]1[CH:3]=[C:4]([CH2:19][S:20]([C:23]2[CH:28]=[CH:27][C:26]([F:29])=[CH:25][CH:24]=2)(=[O:22])=[O:21])[C:5]([N+:15]([O-:17])=[O:16])=[C:6]([N:8]2[CH2:13][CH2:12][N:11]([CH3:14])[CH2:10][CH2:9]2)[CH:7]=1.